Task: Predict which catalyst facilitates the given reaction.. Dataset: Catalyst prediction with 721,799 reactions and 888 catalyst types from USPTO (1) Reactant: [C:1]([C:3]1[C:4]([C:29]2[CH:34]=[CH:33][CH:32]=[CH:31][CH:30]=2)=[C:5]2[CH2:28][CH2:27][CH2:26][C:6]2=[N:7][C:8]=1[S:9][CH2:10][C:11]1[N:12]=[C:13]([C:16]2[CH:25]=[CH:24][C:19]([C:20]([O:22]C)=[O:21])=[CH:18][CH:17]=2)[S:14][CH:15]=1)#[N:2].[OH-].[Na+].Cl. Product: [C:1]([C:3]1[C:4]([C:29]2[CH:34]=[CH:33][CH:32]=[CH:31][CH:30]=2)=[C:5]2[CH2:28][CH2:27][CH2:26][C:6]2=[N:7][C:8]=1[S:9][CH2:10][C:11]1[N:12]=[C:13]([C:16]2[CH:25]=[CH:24][C:19]([C:20]([OH:22])=[O:21])=[CH:18][CH:17]=2)[S:14][CH:15]=1)#[N:2]. The catalyst class is: 12. (2) Reactant: C[O:2][CH2:3][C@H:4]([CH3:34])[O:5][C:6]1[CH:7]=[C:8]([C:23]2[NH:27][C:26]([C:28]3[O:29][C@@H:30]([CH3:33])[CH2:31][N:32]=3)=[CH:25][CH:24]=2)[CH:9]=[C:10]([O:12][C:13]2[CH:18]=[CH:17][C:16]([S:19]([CH3:22])(=[O:21])=[O:20])=[CH:15][CH:14]=2)[CH:11]=1.ClCCl.B(Br)(Br)Br.C(=O)([O-])O.[Na+]. Product: [CH3:33][C@@H:30]1[O:29][C:28]([C:26]2[NH:27][C:23]([C:8]3[CH:7]=[C:6]([CH:11]=[C:10]([O:12][C:13]4[CH:14]=[CH:15][C:16]([S:19]([CH3:22])(=[O:21])=[O:20])=[CH:17][CH:18]=4)[CH:9]=3)[O:5][C@@H:4]([CH3:34])[CH2:3][OH:2])=[CH:24][CH:25]=2)=[N:32][CH2:31]1. The catalyst class is: 4.